This data is from Forward reaction prediction with 1.9M reactions from USPTO patents (1976-2016). The task is: Predict the product of the given reaction. (1) Given the reactants [NH2:1][C:2]1([CH2:17][CH2:18][NH2:19])[CH2:6][CH2:5][C@@H:4]([C:7]([O:9][CH2:10][C:11]2[CH:16]=[CH:15][CH:14]=[CH:13][CH:12]=2)=[O:8])[CH2:3]1.C(N(CC)CC)C.[C:27](N1C=CN=C1)(N1C=CN=C1)=[O:28].C(OCC)(=O)C, predict the reaction product. The product is: [O:28]=[C:27]1[NH:19][CH2:18][CH2:17][C:2]2([CH2:3][C@H:4]([C:7]([O:9][CH2:10][C:11]3[CH:16]=[CH:15][CH:14]=[CH:13][CH:12]=3)=[O:8])[CH2:5][CH2:6]2)[NH:1]1. (2) Given the reactants [CH3:1][C:2]1[CH:3]=[C:4]([NH:9][C:10](=[O:19])/[CH:11]=[CH:12]/C2C=CC=CC=2)[CH:5]=[CH:6][C:7]=1[CH3:8].[Al+3].[Cl-].[Cl-].[Cl-].ClC1C=C2C(=CC=1Cl)N(CC(O)=O)C(=O)C=C2, predict the reaction product. The product is: [CH3:8][C:7]1[CH:6]=[C:5]2[C:4](=[CH:3][C:2]=1[CH3:1])[NH:9][C:10](=[O:19])[CH:11]=[CH:12]2.